Dataset: Full USPTO retrosynthesis dataset with 1.9M reactions from patents (1976-2016). Task: Predict the reactants needed to synthesize the given product. (1) Given the product [CH2:8]([C:15]1[CH:19]=[C:18]([CH:20]2[CH2:27][CH:26]3[CH:22]([CH2:23][NH:24][CH2:25]3)[CH2:21]2)[N:17]([CH2:35][CH3:36])[N:16]=1)[C:9]1[CH:14]=[CH:13][CH:12]=[CH:11][CH:10]=1, predict the reactants needed to synthesize it. The reactants are: FC(F)(F)C(O)=O.[CH2:8]([C:15]1[CH:19]=[C:18]([CH:20]2[CH2:27][CH:26]3[CH:22]([CH2:23][N:24](C(OC(C)(C)C)=O)[CH2:25]3)[CH2:21]2)[N:17]([CH2:35][CH3:36])[N:16]=1)[C:9]1[CH:14]=[CH:13][CH:12]=[CH:11][CH:10]=1. (2) Given the product [CH3:12][C:3]1[CH:4]=[C:5]([N+:9]([O-:11])=[O:10])[C:6]([CH3:8])=[CH:7][C:2]=1[O:19][C:17]1[CH:18]=[N:13][CH:14]=[N:15][CH:16]=1, predict the reactants needed to synthesize it. The reactants are: Br[C:2]1[CH:7]=[C:6]([CH3:8])[C:5]([N+:9]([O-:11])=[O:10])=[CH:4][C:3]=1[CH3:12].[N:13]1[CH:18]=[C:17]([OH:19])[CH:16]=[N:15][CH:14]=1.CC(C)(C(=O)CC(=O)C(C)(C)C)C.C(=O)([O-])[O-].[Cs+].[Cs+]. (3) The reactants are: [Cl:1][C:2]1[CH:7]=[C:6]([Cl:8])[C:5]([N+:9]([O-])=O)=[CH:4][C:3]=1[N+:12]([O-])=O. Given the product [Cl:1][C:2]1[CH:7]=[C:6]([Cl:8])[C:5]([NH2:9])=[CH:4][C:3]=1[NH2:12], predict the reactants needed to synthesize it. (4) Given the product [ClH:19].[NH:8]1[CH2:11][CH:10]([O:12][C:13]2[CH:18]=[C:17]([Cl:19])[CH:16]=[CH:15][C:14]=2[OH:20])[CH2:9]1, predict the reactants needed to synthesize it. The reactants are: C(OC([N:8]1[CH2:11][CH:10]([O:12][C:13]2[CH:18]=[C:17]([Cl:19])[CH:16]=[CH:15][C:14]=2[OH:20])[CH2:9]1)=O)(C)(C)C.Cl. (5) Given the product [NH2:23][C:7]1[N:6]=[C:5]([O:4][CH2:3][CH:2]([CH3:1])[CH2:24][CH3:25])[N:13]=[C:12]2[C:8]=1[NH:9][C:10](=[O:21])[N:11]2[CH2:14][CH:15]1[CH2:16][CH2:17][O:18][CH2:19][CH2:20]1, predict the reactants needed to synthesize it. The reactants are: [CH3:1][CH:2]([CH2:24][CH3:25])[CH2:3][O:4][C:5]1[N:13]=[C:12]2[C:8]([N:9]=[C:10]([O:21]C)[N:11]2[CH2:14][CH:15]2[CH2:20][CH2:19][O:18][CH2:17][CH2:16]2)=[C:7]([NH2:23])[N:6]=1.Cl.[OH-].[Na+]. (6) Given the product [CH2:20]1[C:19]2([CH2:24][CH2:25][CH:16]([O:15][C:10]3[CH:11]=[C:12]4[C:7](=[CH:8][CH:9]=3)[CH:6]=[C:5]([CH2:3][OH:2])[CH:14]=[CH:13]4)[CH2:17][CH2:18]2)[CH2:23][CH2:22][CH2:21]1, predict the reactants needed to synthesize it. The reactants are: C[O:2][C:3]([C:5]1[CH:14]=[CH:13][C:12]2[C:7](=[CH:8][CH:9]=[C:10]([O:15][CH:16]3[CH2:25][CH2:24][C:19]4([CH2:23][CH2:22][CH2:21][CH2:20]4)[CH2:18][CH2:17]3)[CH:11]=2)[CH:6]=1)=O.O1CCCC1. (7) Given the product [CH3:35][C:21]1[N:20]=[C:19]([C:16]2[S:17][CH:18]=[C:14]([C:11]3[S:10][C:9]([S:6]([NH2:5])(=[O:8])=[O:7])=[CH:13][CH:12]=3)[N:15]=2)[CH:24]=[C:23]([C:25]2[CH:30]=[CH:29][C:28]([C:31]([F:34])([F:32])[F:33])=[CH:27][CH:26]=2)[CH:22]=1, predict the reactants needed to synthesize it. The reactants are: C([NH:5][S:6]([C:9]1[S:10][C:11]([C:14]2[N:15]=[C:16]([C:19]3[CH:24]=[C:23]([C:25]4[CH:30]=[CH:29][C:28]([C:31]([F:34])([F:33])[F:32])=[CH:27][CH:26]=4)[CH:22]=[C:21]([CH3:35])[N:20]=3)[S:17][CH:18]=2)=[CH:12][CH:13]=1)(=[O:8])=[O:7])(C)(C)C.